This data is from Full USPTO retrosynthesis dataset with 1.9M reactions from patents (1976-2016). The task is: Predict the reactants needed to synthesize the given product. Given the product [CH3:28][O:27][C:23](=[O:26])[CH:24]=[CH:25][C:41]1[CH:42]=[CH:37][CH:38]=[C:39]([C:43]2[O:44][C:45]3[CH:51]=[CH:50][C:49]([C:52]4[CH:57]=[CH:56][CH:55]=[CH:54][CH:53]=4)=[CH:48][C:46]=3[N:47]=2)[CH:40]=1, predict the reactants needed to synthesize it. The reactants are: C1(C)C=CC=CC=1P(C1C=CC=CC=1C)C1C=CC=CC=1C.[C:23]([O:27][CH3:28])(=[O:26])[CH:24]=[CH2:25].C(N(CC)CC)C.Br[C:37]1[CH:38]=[C:39]([C:43]2[O:44][C:45]3[CH:51]=[CH:50][C:49]([C:52]4[CH:57]=[CH:56][CH:55]=[CH:54][CH:53]=4)=[CH:48][C:46]=3[N:47]=2)[CH:40]=[CH:41][CH:42]=1.